Dataset: Peptide-MHC class I binding affinity with 185,985 pairs from IEDB/IMGT. Task: Regression. Given a peptide amino acid sequence and an MHC pseudo amino acid sequence, predict their binding affinity value. This is MHC class I binding data. The MHC is HLA-B48:01 with pseudo-sequence HLA-B48:01. The binding affinity (normalized) is 0.0847. The peptide sequence is ILQDRIRMY.